This data is from Peptide-MHC class I binding affinity with 185,985 pairs from IEDB/IMGT. The task is: Regression. Given a peptide amino acid sequence and an MHC pseudo amino acid sequence, predict their binding affinity value. This is MHC class I binding data. (1) The peptide sequence is KNFLKQVYF. The MHC is H-2-Kb with pseudo-sequence H-2-Kb. The binding affinity (normalized) is 0.857. (2) The binding affinity (normalized) is 0.0847. The peptide sequence is HVIYFTAFT. The MHC is HLA-A25:01 with pseudo-sequence HLA-A25:01. (3) The peptide sequence is NACDKHNKT. The MHC is HLA-A68:02 with pseudo-sequence HLA-A68:02. The binding affinity (normalized) is 0.369. (4) The peptide sequence is AEQLMSLAA. The MHC is HLA-B44:03 with pseudo-sequence HLA-B44:03. The binding affinity (normalized) is 0.223. (5) The peptide sequence is SEEEVRRRL. The MHC is Mamu-A11 with pseudo-sequence Mamu-A11. The binding affinity (normalized) is 0.630. (6) The peptide sequence is LSIPATLFVW. The MHC is HLA-B53:01 with pseudo-sequence HLA-B53:01. The binding affinity (normalized) is 0.581. (7) The peptide sequence is IGWMTNNP. The MHC is HLA-A02:01 with pseudo-sequence HLA-A02:01. The binding affinity (normalized) is 0. (8) The peptide sequence is RIQRRDDVDR. The MHC is HLA-A68:01 with pseudo-sequence HLA-A68:01. The binding affinity (normalized) is 0.0150. (9) The peptide sequence is IPQWEPSKGW. The MHC is HLA-B53:01 with pseudo-sequence HLA-B53:01. The binding affinity (normalized) is 0.584. (10) The peptide sequence is STLNFNNLY. The MHC is HLA-B53:01 with pseudo-sequence HLA-B53:01. The binding affinity (normalized) is 0.